Task: Predict the reaction yield, written as a fraction of the theoretical maximum amount of product (1.0 means a 100% yield; for example, 0.34 means a 34% yield).. Dataset: Reaction yield outcomes from USPTO patents with 853,638 reactions (1) The reactants are [CH3:1][S:2][C:3]1[CH:8]=[CH:7][CH:6]=[CH:5][C:4]=1[OH:9].N1C=CC=CC=1.[F:16][C:17]([F:30])([F:29])[S:18](O[S:18]([C:17]([F:30])([F:29])[F:16])(=[O:20])=[O:19])(=[O:20])=[O:19]. The catalyst is ClCCl.O.Cl. The product is [F:16][C:17]([F:30])([F:29])[S:18]([O:9][C:4]1[CH:5]=[CH:6][CH:7]=[CH:8][C:3]=1[S:2][CH3:1])(=[O:20])=[O:19]. The yield is 0.960. (2) The reactants are [CH3:1][O:2][C:3](=[O:19])[CH:4]([NH:9][CH2:10][C:11]1[CH:16]=[CH:15][C:14]([F:17])=[C:13]([Cl:18])[CH:12]=1)[C:5]([CH3:8])([CH3:7])[CH3:6].[C:20](OCl)(=[O:27])[CH2:21][C:22]([O:24][CH2:25][CH3:26])=[O:23]. The catalyst is O1CCOCC1. The product is [CH3:1][O:2][C:3](=[O:19])[CH:4]([N:9]([CH2:10][C:11]1[CH:16]=[CH:15][C:14]([F:17])=[C:13]([Cl:18])[CH:12]=1)[C:20](=[O:27])[CH2:21][C:22]([O:24][CH2:25][CH3:26])=[O:23])[C:5]([CH3:8])([CH3:7])[CH3:6]. The yield is 0.520. (3) The reactants are Cl.[O:2]([NH2:4])[CH3:3].[Cl:5][C:6]1[CH:11]=[CH:10][C:9]([C:12](=O)[CH2:13][N:14]2[CH:18]=[CH:17][CH:16]=[N:15]2)=[CH:8][CH:7]=1. No catalyst specified. The product is [CH3:3][O:2]/[N:4]=[C:12](\[C:9]1[CH:10]=[CH:11][C:6]([Cl:5])=[CH:7][CH:8]=1)/[CH2:13][N:14]1[CH:18]=[CH:17][CH:16]=[N:15]1. The yield is 0.870. (4) The product is [CH:11]1([CH2:16][CH2:17][CH:18]=[O:19])[CH2:15][CH2:14][CH2:13][CH2:12]1. The yield is 0.830. The catalyst is C(Cl)Cl.O. The reactants are C(Cl)(=O)C(Cl)=O.CS(C)=O.[CH:11]1([CH2:16][CH2:17][CH2:18][OH:19])[CH2:15][CH2:14][CH2:13][CH2:12]1.C(N(CC)CC)C. (5) The reactants are C[O:2][C:3]1[CH:4]=[CH:5][C:6]2[N:10]=[C:9]([C:11]([OH:13])=[O:12])[NH:8][C:7]=2[CH:14]=1. The catalyst is Br. The product is [OH:2][C:3]1[CH:4]=[CH:5][C:6]2[N:10]=[C:9]([C:11]([OH:13])=[O:12])[NH:8][C:7]=2[CH:14]=1. The yield is 0.762. (6) The reactants are [F:1][C:2]([F:21])([F:20])[C:3]1[CH:8]=[CH:7][C:6]([C:9]2[S:10][CH:11]=[C:12]([CH2:18][OH:19])[C:13]=2[O:14][CH2:15][O:16][CH3:17])=[CH:5][CH:4]=1. The catalyst is C(Cl)(Cl)Cl.[O-2].[O-2].[Mn+4]. The product is [F:20][C:2]([F:1])([F:21])[C:3]1[CH:4]=[CH:5][C:6]([C:9]2[S:10][CH:11]=[C:12]([CH:18]=[O:19])[C:13]=2[O:14][CH2:15][O:16][CH3:17])=[CH:7][CH:8]=1. The yield is 0.570. (7) The catalyst is Cl[Pd](Cl)([P](C1C=CC=CC=1)(C1C=CC=CC=1)C1C=CC=CC=1)[P](C1C=CC=CC=1)(C1C=CC=CC=1)C1C=CC=CC=1.C1(C)C=CC=CC=1.CCO. The yield is 0.720. The reactants are [C:1]1([S:7]([N:10]2[C:14]3=[N:15][CH:16]=[C:17]([C:19]#[N:20])[CH:18]=[C:13]3[C:12](I)=[CH:11]2)(=[O:9])=[O:8])[CH:6]=[CH:5][CH:4]=[CH:3][CH:2]=1.[O:22]1[CH:26]=[CH:25][C:24](B(O)O)=[CH:23]1.[Li+].[Cl-].C([O-])([O-])=O.[Na+].[Na+]. The product is [C:1]1([S:7]([N:10]2[C:14]3=[N:15][CH:16]=[C:17]([C:19]#[N:20])[CH:18]=[C:13]3[C:12]([C:24]3[CH:25]=[CH:26][O:22][CH:23]=3)=[CH:11]2)(=[O:9])=[O:8])[CH:6]=[CH:5][CH:4]=[CH:3][CH:2]=1. (8) The reactants are [CH3:1][C:2]1[NH:3][C:4]2[C:9]([C:10]=1[CH3:11])=[C:8]([N:12]1[CH2:17][CH2:16][CH2:15][CH:14]([NH:18][CH3:19])[CH2:13]1)[CH:7]=[CH:6][C:5]=2[C:20]([NH2:22])=[O:21].C(Cl)Cl.C1COCC1.CCN(C(C)C)C(C)C.Cl[CH2:41][CH2:42][S:43](Cl)(=[O:45])=[O:44]. The catalyst is C(Cl)Cl. The product is [CH3:1][C:2]1[NH:3][C:4]2[C:9]([C:10]=1[CH3:11])=[C:8]([N:12]1[CH2:17][CH2:16][CH2:15][CH:14]([N:18]([CH3:19])[S:43]([CH:42]=[CH2:41])(=[O:45])=[O:44])[CH2:13]1)[CH:7]=[CH:6][C:5]=2[C:20]([NH2:22])=[O:21]. The yield is 0.440.